From a dataset of Forward reaction prediction with 1.9M reactions from USPTO patents (1976-2016). Predict the product of the given reaction. (1) Given the reactants Cl[C:2]1[CH:7]=[CH:6][C:5]([O:8][CH3:9])=[CH:4][CH:3]=1.[CH2:10]([O:12][C:13]1[CH:19]=[CH:18][C:16]([NH2:17])=[CH:15][CH:14]=1)[CH3:11].CC([O-])(C)C.[Na+].O(CCCC)CCCC, predict the reaction product. The product is: [CH2:10]([O:12][C:13]1[CH:19]=[CH:18][C:16]([NH:17][C:2]2[CH:7]=[CH:6][C:5]([O:8][CH3:9])=[CH:4][CH:3]=2)=[CH:15][CH:14]=1)[CH3:11]. (2) The product is: [CH:1]1([C:4]2[N:8]=[C:7]([C:9]3[C:10]4[CH2:18][CH2:17][CH2:16][CH2:15][C:11]=4[S:12][C:13]=3[N:14]=[C:19]=[O:20])[O:6][N:5]=2)[CH2:3][CH2:2]1. Given the reactants [CH:1]1([C:4]2[N:8]=[C:7]([C:9]3[C:10]4[CH2:18][CH2:17][CH2:16][CH2:15][C:11]=4[S:12][C:13]=3[NH2:14])[O:6][N:5]=2)[CH2:3][CH2:2]1.[C:19](=O)(OC(Cl)(Cl)Cl)[O:20]C(Cl)(Cl)Cl, predict the reaction product. (3) Given the reactants [Br:1][C:2]1[CH:10]=[CH:9][C:8]2[NH:7][C:6]3[CH2:11][CH2:12][N:13]([C:15]([O:17][C:18]([CH3:21])([CH3:20])[CH3:19])=[O:16])[CH2:14][C:5]=3[C:4]=2[CH:3]=1.[OH-].[K+].[O:24]([CH2:31][CH:32]1[CH2:34][O:33]1)[C:25]1[CH:30]=[CH:29][CH:28]=[CH:27][CH:26]=1, predict the reaction product. The product is: [Br:1][C:2]1[CH:10]=[CH:9][C:8]2[N:7]([CH2:34][CH:32]([OH:33])[CH2:31][O:24][C:25]3[CH:30]=[CH:29][CH:28]=[CH:27][CH:26]=3)[C:6]3[CH2:11][CH2:12][N:13]([C:15]([O:17][C:18]([CH3:21])([CH3:20])[CH3:19])=[O:16])[CH2:14][C:5]=3[C:4]=2[CH:3]=1. (4) Given the reactants [H-].[Na+].[Br:3][C:4]1[CH:5]=[C:6]([F:15])[CH:7]=[C:8]2[C:13]=1[C:12](=[O:14])[NH:11][CH2:10][CH2:9]2.[CH3:16][O:17][C:18]1[CH:23]=[CH:22][C:21]([CH2:24]Cl)=[CH:20][CH:19]=1.[NH4+].[Cl-], predict the reaction product. The product is: [Br:3][C:4]1[CH:5]=[C:6]([F:15])[CH:7]=[C:8]2[C:13]=1[C:12](=[O:14])[N:11]([CH2:24][C:21]1[CH:22]=[CH:23][C:18]([O:17][CH3:16])=[CH:19][CH:20]=1)[CH2:10][CH2:9]2. (5) Given the reactants [C:1]([N:6]1[C@H:11]([C:12]2[CH:17]=[C:16]([F:18])[C:15]([F:19])=[C:14]([F:20])[CH:13]=2)[CH2:10][CH2:9][CH2:8][C@@H:7]1/[CH:21]=[CH:22]/C(OC)=O)(=[O:5])[CH2:2]C=C.C(N1[C@H](C2C=C(F)C(F)=C(F)C=2)CCC[C@@H]1/C=C\C(OC)=O)(=O)CC=C.C(N(CC)CC)C, predict the reaction product. The product is: [F:18][C:16]1[CH:17]=[C:12]([C@@H:11]2[CH2:10][CH2:9][CH2:8][C@H:7]3[N:6]2[C:1](=[O:5])[CH2:2][CH:22]=[CH:21]3)[CH:13]=[C:14]([F:20])[C:15]=1[F:19]. (6) Given the reactants [Br:1][C:2]1[CH:7]=[C:6]([O:8][CH3:9])[C:5]([F:10])=[CH:4][C:3]=1[OH:11].Br[CH2:13][CH:14]1[CH2:16][CH2:15]1, predict the reaction product. The product is: [Br:1][C:2]1[CH:7]=[C:6]([O:8][CH3:9])[C:5]([F:10])=[CH:4][C:3]=1[O:11][CH2:13][CH:14]1[CH2:16][CH2:15]1.